Dataset: Forward reaction prediction with 1.9M reactions from USPTO patents (1976-2016). Task: Predict the product of the given reaction. (1) Given the reactants [NH2:1][C:2]1[N:7]=[C:6]([N:8]2[CH2:17][CH2:16][C:15]3[C:10](=[CH:11][C:12]([C:18]4[CH:19]=[N:20][C:21]([N:24]5[CH2:29][CH2:28][N:27](C(OC(C)(C)C)=O)[CH2:26][CH2:25]5)=[N:22][CH:23]=4)=[CH:13][CH:14]=3)[CH2:9]2)[CH:5]=[C:4]([N:37]2[CH2:42][CH2:41][N:40]([CH3:43])[CH2:39][CH2:38]2)[N:3]=1.Cl.O1CCOCC1, predict the reaction product. The product is: [CH3:43][N:40]1[CH2:41][CH2:42][N:37]([C:4]2[CH:5]=[C:6]([N:8]3[CH2:17][CH2:16][C:15]4[C:10](=[CH:11][C:12]([C:18]5[CH:19]=[N:20][C:21]([N:24]6[CH2:25][CH2:26][NH:27][CH2:28][CH2:29]6)=[N:22][CH:23]=5)=[CH:13][CH:14]=4)[CH2:9]3)[N:7]=[C:2]([NH2:1])[N:3]=2)[CH2:38][CH2:39]1. (2) The product is: [CH2:19]([C:17]1[CH:18]=[C:14]([C:2]2[C:10]3[C:6](=[N:7][S:8][N:9]=3)[C:5]([C:14]3[S:15][CH:16]=[C:17]([CH2:19][CH2:20][CH2:21][CH2:22][CH2:23][CH2:24][CH2:25][CH2:26][CH2:46][CH2:47][CH2:48][CH3:44])[CH:18]=3)=[CH:4][CH:3]=2)[S:15][CH:16]=1)[CH2:20][CH2:21][CH2:22][CH2:23][CH2:24][CH2:25][CH2:26][CH2:27][CH2:28][CH2:29][CH3:30]. Given the reactants Br[C:2]1[C:10]2[C:6](=[N:7][S:8][N:9]=2)[C:5](Br)=[CH:4][CH:3]=1.C[Sn](C)(C)[C:14]1[S:15][CH:16]=[C:17]([CH2:19][CH2:20][CH2:21][CH2:22][CH2:23][CH2:24][CH2:25][CH2:26][CH2:27][CH2:28][CH2:29][CH3:30])[CH:18]=1.O1[CH:44]=[CH:48][CH:47]=[C:46]1P([C:44]1O[CH:46]=[CH:47][CH:48]=1)[C:44]1O[CH:46]=[CH:47][CH:48]=1, predict the reaction product. (3) The product is: [ClH:20].[CH2:1]([NH:4][C:5]1[N:10]=[C:9]([NH:11][CH2:12][C:13]#[CH:14])[N:8]=[C:7]([NH:15][O:16][CH2:17][C:18]#[CH:19])[N:6]=1)[CH2:2][CH3:3]. Given the reactants [CH2:1]([NH:4][C:5]1[N:10]=[C:9]([NH:11][CH2:12][C:13]#[CH:14])[N:8]=[C:7]([NH:15][O:16][CH2:17][C:18]#[CH:19])[N:6]=1)[CH2:2][CH3:3].[ClH:20].C(OCC)C.Cl.C(NC1N=C(NCCC)N=C(N(CC#C)OC)N=1)CC, predict the reaction product. (4) Given the reactants [Cl:1][C:2]1[CH:7]=[CH:6][C:5]([OH:8])=[CH:4][CH:3]=1.Cl[C:10]1[C:19]2[C:14](=[CH:15][CH:16]=[CH:17][CH:18]=2)[CH:13]=[C:12]([NH:20][C:21]2[CH:25]=[C:24]([CH3:26])[NH:23][N:22]=2)[N:11]=1, predict the reaction product. The product is: [Cl:1][C:2]1[CH:7]=[CH:6][C:5]([O:8][C:10]2[C:19]3[C:14](=[CH:15][CH:16]=[CH:17][CH:18]=3)[CH:13]=[C:12]([NH:20][C:21]3[CH:25]=[C:24]([CH3:26])[NH:23][N:22]=3)[N:11]=2)=[CH:4][CH:3]=1. (5) The product is: [F:21][C:18]1[CH:19]=[CH:20][C:15]([O:14][CH2:13][C:10]2[N:11]=[CH:12][C:7]([CH:1]=[O:3])=[CH:8][CH:9]=2)=[CH:16][CH:17]=1. Given the reactants [CH2:1]([O:3]CC)C.Br[C:7]1[CH:8]=[CH:9][C:10]([CH2:13][O:14][C:15]2[CH:20]=[CH:19][C:18]([F:21])=[CH:17][CH:16]=2)=[N:11][CH:12]=1.C([Li])CCC.CN(C)C=O, predict the reaction product. (6) The product is: [CH3:15][O:16][C:17]1[C:24]([C:2]2[C:11](=[O:12])[C:10]3[C:5](=[CH:6][C:7]([O:13][CH3:14])=[CH:8][CH:9]=3)[O:4][CH:3]=2)=[CH:23][C:22]([O:29][CH3:30])=[CH:21][C:18]=1[C:19]#[N:20]. Given the reactants Br[C:2]1[C:11](=[O:12])[C:10]2[C:5](=[CH:6][C:7]([O:13][CH3:14])=[CH:8][CH:9]=2)[O:4][CH:3]=1.[CH3:15][O:16][C:17]1[C:24]([Sn](C)(C)C)=[CH:23][C:22]([O:29][CH3:30])=[CH:21][C:18]=1[C:19]#[N:20], predict the reaction product. (7) Given the reactants [H-].[Al+3].[Li+].[H-].[H-].[H-].C1COCC1.[Cl:12][C:13]1[CH:36]=[CH:35][C:16]([O:17][CH2:18][C:19]([N:21]2[CH2:26][CH2:25][N:24]([CH2:27][C:28]3[CH:33]=[CH:32][C:31]([F:34])=[CH:30][CH:29]=3)[CH2:23][CH2:22]2)=O)=[CH:15][CH:14]=1.[OH-].[Na+], predict the reaction product. The product is: [Cl:12][C:13]1[CH:14]=[CH:15][C:16]([O:17][CH2:18][CH2:19][N:21]2[CH2:26][CH2:25][N:24]([CH2:27][C:28]3[CH:33]=[CH:32][C:31]([F:34])=[CH:30][CH:29]=3)[CH2:23][CH2:22]2)=[CH:35][CH:36]=1. (8) The product is: [F:1][C:2]([F:14])([F:15])[C:3]1[CH:4]=[CH:5][C:6]([CH:9]=[CH:10][CH2:11][OH:12])=[CH:7][CH:8]=1. Given the reactants [F:1][C:2]([F:15])([F:14])[C:3]1[CH:8]=[CH:7][C:6]([CH:9]=[CH:10][C:11](O)=[O:12])=[CH:5][CH:4]=1.S(=O)(=O)(O)O, predict the reaction product. (9) Given the reactants [Cl:1][C:2]1[CH:7]=[C:6]([Cl:8])[CH:5]=[CH:4][C:3]=1[C:9]1[N:10]=[C:11](/[CH:14]=[CH:15]/[C:16]2[CH:21]=[CH:20][C:19]([C:22]3[CH:27]=[CH:26][C:25]([O:28][CH3:29])=[CH:24][CH:23]=3)=[CH:18][CH:17]=2)[NH:12][CH:13]=1.Br[CH2:31][CH2:32][CH:33]([CH3:35])[CH3:34].BrC[CH2:38][CH2:39][C:40]([O:42]C)=[O:41], predict the reaction product. The product is: [Cl:1][C:2]1[CH:7]=[C:6]([Cl:8])[CH:5]=[CH:4][C:3]=1[C:9]1[N:10]=[C:11](/[CH:14]=[CH:15]/[C:16]2[CH:21]=[CH:20][C:19]([C:22]3[CH:23]=[CH:24][C:25]([O:28][CH2:29][CH2:38][CH2:39][C:40]([OH:42])=[O:41])=[CH:26][CH:27]=3)=[CH:18][CH:17]=2)[N:12]([CH2:31][CH2:32][CH:33]([CH3:35])[CH3:34])[CH:13]=1. (10) The product is: [ClH:31].[Cl:37][C:11]1[N:12]=[C:13]([C@H:15]2[N:23]3[C:18](=[CH:19][C:20]([C:25]4[CH:30]=[C:29]([Cl:31])[CH:28]=[CH:27][C:26]=4[N:32]4[CH:36]=[N:35][N:34]=[N:33]4)=[CH:21][C:22]3=[O:24])[CH2:17][CH2:16]2)[NH:14][C:10]=1[C:7]1[S:6][C:5]([CH2:4][C:3]([OH:38])=[O:2])=[CH:9][CH:8]=1. Given the reactants C[O:2][C:3](=[O:38])[CH2:4][C:5]1[S:6][C:7]([C:10]2[NH:14][C:13]([C@H:15]3[N:23]4[C:18](=[CH:19][C:20]([C:25]5[CH:30]=[C:29]([Cl:31])[CH:28]=[CH:27][C:26]=5[N:32]5[CH:36]=[N:35][N:34]=[N:33]5)=[CH:21][C:22]4=[O:24])[CH2:17][CH2:16]3)=[N:12][C:11]=2[Cl:37])=[CH:8][CH:9]=1.ClCCl, predict the reaction product.